This data is from Forward reaction prediction with 1.9M reactions from USPTO patents (1976-2016). The task is: Predict the product of the given reaction. (1) Given the reactants [Li]CCCC.[OH:6][CH2:7][C:8]1[CH:9]=[C:10]([N:14]([CH3:19])[S:15]([CH3:18])(=[O:17])=[O:16])[CH:11]=[CH:12][CH:13]=1.C(S([C:30]1[N:31]=[C:32]([NH:40][C@@H:41]([CH2:45][OH:46])[CH2:42][CH2:43][CH3:44])[C:33]2[S:38][C:37](=[O:39])[NH:36][C:34]=2[N:35]=1)(=O)=O)C1C=CC=CC=1, predict the reaction product. The product is: [OH:46][CH2:45][C@H:41]([NH:40][C:32]1[C:33]2[S:38][C:37](=[O:39])[NH:36][C:34]=2[N:35]=[C:30]([O:6][CH2:7][C:8]2[CH:9]=[C:10]([N:14]([CH3:19])[S:15]([CH3:18])(=[O:17])=[O:16])[CH:11]=[CH:12][CH:13]=2)[N:31]=1)[CH2:42][CH2:43][CH3:44]. (2) Given the reactants [Si:1]([O:8][C:9]1[CH:14]=[CH:13][C:12]([CH2:15][CH2:16][C:17]([OH:19])=O)=[CH:11][CH:10]=1)([C:4]([CH3:7])([CH3:6])[CH3:5])([CH3:3])[CH3:2].C([N:22](CC)CC)C.ClC(OCC)=O.[NH4+].[OH-], predict the reaction product. The product is: [Si:1]([O:8][C:9]1[CH:14]=[CH:13][C:12]([CH2:15][CH2:16][C:17]([NH2:22])=[O:19])=[CH:11][CH:10]=1)([C:4]([CH3:7])([CH3:6])[CH3:5])([CH3:3])[CH3:2]. (3) Given the reactants [NH2:1][C:2]1[C:7]([CH:8]=[O:9])=[C:6]([C:10]([F:13])([F:12])[F:11])[N:5]=[CH:4][CH:3]=1.[Br:14]N1C(=O)CCC1=O.O, predict the reaction product. The product is: [NH2:1][C:2]1[C:7]([CH:8]=[O:9])=[C:6]([C:10]([F:13])([F:11])[F:12])[N:5]=[CH:4][C:3]=1[Br:14]. (4) Given the reactants [C:1]([C:4]1[C:12]2[C:7](=[CH:8][CH:9]=[C:10]([C:13]3[CH:18]=[CH:17][C:16]([N:19]4[CH2:24][CH2:23][O:22][CH2:21][CH2:20]4)=[CH:15][CH:14]=3)[CH:11]=2)[N:6]([CH2:25][C:26]([O:28]C(C)(C)C)=[O:27])[N:5]=1)(=[O:3])[NH2:2], predict the reaction product. The product is: [C:1]([C:4]1[C:12]2[C:7](=[CH:8][CH:9]=[C:10]([C:13]3[CH:14]=[CH:15][C:16]([N:19]4[CH2:24][CH2:23][O:22][CH2:21][CH2:20]4)=[CH:17][CH:18]=3)[CH:11]=2)[N:6]([CH2:25][C:26]([OH:28])=[O:27])[N:5]=1)(=[O:3])[NH2:2]. (5) Given the reactants [NH2:1][C:2]1[N:6]([C:7]2[CH:12]=[CH:11][CH:10]=[CH:9][CH:8]=2)[N:5]=[C:4]([C:13]2[CH:18]=[CH:17][CH:16]=[CH:15][CH:14]=2)[CH:3]=1.CCN(C(C)C)C(C)C.[F:28][C:29]1[CH:30]=[C:31]([CH:35]=[CH:36][C:37]=1[F:38])[C:32](Cl)=[O:33], predict the reaction product. The product is: [C:7]1([N:6]2[C:2]([NH:1][C:32](=[O:33])[C:31]3[CH:35]=[CH:36][C:37]([F:38])=[C:29]([F:28])[CH:30]=3)=[CH:3][C:4]([C:13]3[CH:14]=[CH:15][CH:16]=[CH:17][CH:18]=3)=[N:5]2)[CH:12]=[CH:11][CH:10]=[CH:9][CH:8]=1.